Regression. Given a peptide amino acid sequence and an MHC pseudo amino acid sequence, predict their binding affinity value. This is MHC class I binding data. From a dataset of Peptide-MHC class I binding affinity with 185,985 pairs from IEDB/IMGT. (1) The peptide sequence is SELVIGAVI. The MHC is HLA-B40:02 with pseudo-sequence HLA-B40:02. The binding affinity (normalized) is 0.628. (2) The peptide sequence is AMQDPNPEV. The MHC is HLA-B58:01 with pseudo-sequence HLA-B58:01. The binding affinity (normalized) is 0.0847. (3) The peptide sequence is MSLRSTIIK. The MHC is HLA-A30:01 with pseudo-sequence HLA-A30:01. The binding affinity (normalized) is 0.666.